Dataset: Full USPTO retrosynthesis dataset with 1.9M reactions from patents (1976-2016). Task: Predict the reactants needed to synthesize the given product. (1) The reactants are: FC(F)(F)C(O)=O.[CH3:8][C:9]1[S:10][CH:11]=[C:12]([C:14]([N:16]2[CH2:21][C:20]3([CH2:26][CH2:25][NH:24][CH2:23][CH2:22]3)[O:19][CH2:18][CH2:17]2)=[O:15])[N:13]=1.Br[CH2:28][CH2:29][CH2:30][O:31][C:32]1[CH:39]=[CH:38][C:35]([CH:36]=[O:37])=[CH:34][CH:33]=1.C(N(CC)CC)C. Given the product [CH3:8][C:9]1[S:10][CH:11]=[C:12]([C:14]([N:16]2[CH2:21][C:20]3([CH2:26][CH2:25][N:24]([CH2:28][CH2:29][CH2:30][O:31][C:32]4[CH:39]=[CH:38][C:35]([CH:36]=[O:37])=[CH:34][CH:33]=4)[CH2:23][CH2:22]3)[O:19][CH2:18][CH2:17]2)=[O:15])[N:13]=1, predict the reactants needed to synthesize it. (2) Given the product [CH3:37][CH:20]([N:5]1[CH2:6][C@@H:1]2[CH2:7][C@H:4]1[CH2:3][N:2]2[CH2:8][C:9]1[CH:18]=[CH:17][C:12]([C:13]([O:15][CH3:16])=[O:14])=[CH:11][CH:10]=1)[C:21](=[O:22])[NH:23][C:24]1[CH:29]=[CH:28][C:27]([O:30][C:31]2[CH:36]=[CH:35][CH:34]=[CH:33][CH:32]=2)=[CH:26][CH:25]=1, predict the reactants needed to synthesize it. The reactants are: [C@H:1]12[CH2:7][C@H:4]([NH:5][CH2:6]1)[CH2:3][N:2]2[CH2:8][C:9]1[CH:18]=[CH:17][C:12]([C:13]([O:15][CH3:16])=[O:14])=[CH:11][CH:10]=1.Br[CH:20]([CH3:37])[C:21]([NH:23][C:24]1[CH:29]=[CH:28][C:27]([O:30][C:31]2[CH:36]=[CH:35][CH:34]=[CH:33][CH:32]=2)=[CH:26][CH:25]=1)=[O:22].C(N(CC)CC)C.C(=O)(O)[O-].[Na+]. (3) Given the product [C:15]([O:1][CH2:2][C:3]([CH3:7])([CH2:5][O:6][C:8](=[O:13])[C:9]([CH3:11])=[CH2:10])[CH3:4])(=[O:31])[C:16]([CH3:19])=[CH2:17], predict the reactants needed to synthesize it. The reactants are: [OH:1][CH2:2][C:3]([CH3:7])([CH2:5][OH:6])[CH3:4].[C:8]([O:13]C)(=O)[C:9]([CH3:11])=[CH2:10].[CH3:15][C:16]([CH3:19])([O-])[CH3:17].[K+].CC1(C)N([O])C(C)(C)CC([OH:31])C1.